From a dataset of NCI-60 drug combinations with 297,098 pairs across 59 cell lines. Regression. Given two drug SMILES strings and cell line genomic features, predict the synergy score measuring deviation from expected non-interaction effect. (1) Drug 1: COC1=C(C=C2C(=C1)N=CN=C2NC3=CC(=C(C=C3)F)Cl)OCCCN4CCOCC4. Drug 2: CC=C1C(=O)NC(C(=O)OC2CC(=O)NC(C(=O)NC(CSSCCC=C2)C(=O)N1)C(C)C)C(C)C. Cell line: COLO 205. Synergy scores: CSS=65.6, Synergy_ZIP=2.18, Synergy_Bliss=3.70, Synergy_Loewe=-24.6, Synergy_HSA=3.54. (2) Drug 1: CC1OCC2C(O1)C(C(C(O2)OC3C4COC(=O)C4C(C5=CC6=C(C=C35)OCO6)C7=CC(=C(C(=C7)OC)O)OC)O)O. Synergy scores: CSS=35.6, Synergy_ZIP=0.153, Synergy_Bliss=0.218, Synergy_Loewe=-33.7, Synergy_HSA=-0.498. Drug 2: C1=CC=C(C(=C1)C(C2=CC=C(C=C2)Cl)C(Cl)Cl)Cl. Cell line: SF-295. (3) Drug 1: CC1C(C(CC(O1)OC2CC(CC3=C2C(=C4C(=C3O)C(=O)C5=C(C4=O)C(=CC=C5)OC)O)(C(=O)C)O)N)O.Cl. Drug 2: CCCCC(=O)OCC(=O)C1(CC(C2=C(C1)C(=C3C(=C2O)C(=O)C4=C(C3=O)C=CC=C4OC)O)OC5CC(C(C(O5)C)O)NC(=O)C(F)(F)F)O. Cell line: KM12. Synergy scores: CSS=14.5, Synergy_ZIP=-7.50, Synergy_Bliss=-7.69, Synergy_Loewe=-4.18, Synergy_HSA=-4.06. (4) Drug 1: C1CCC(C1)C(CC#N)N2C=C(C=N2)C3=C4C=CNC4=NC=N3. Drug 2: CCCCC(=O)OCC(=O)C1(CC(C2=C(C1)C(=C3C(=C2O)C(=O)C4=C(C3=O)C=CC=C4OC)O)OC5CC(C(C(O5)C)O)NC(=O)C(F)(F)F)O. Cell line: CAKI-1. Synergy scores: CSS=14.3, Synergy_ZIP=-5.75, Synergy_Bliss=-1.14, Synergy_Loewe=2.17, Synergy_HSA=2.29. (5) Drug 1: CC1OCC2C(O1)C(C(C(O2)OC3C4COC(=O)C4C(C5=CC6=C(C=C35)OCO6)C7=CC(=C(C(=C7)OC)O)OC)O)O. Drug 2: CC1CCC2CC(C(=CC=CC=CC(CC(C(=O)C(C(C(=CC(C(=O)CC(OC(=O)C3CCCCN3C(=O)C(=O)C1(O2)O)C(C)CC4CCC(C(C4)OC)OCCO)C)C)O)OC)C)C)C)OC. Cell line: SF-539. Synergy scores: CSS=28.1, Synergy_ZIP=-5.57, Synergy_Bliss=-0.486, Synergy_Loewe=1.68, Synergy_HSA=3.18. (6) Drug 1: CC1CCC2CC(C(=CC=CC=CC(CC(C(=O)C(C(C(=CC(C(=O)CC(OC(=O)C3CCCCN3C(=O)C(=O)C1(O2)O)C(C)CC4CCC(C(C4)OC)OCCO)C)C)O)OC)C)C)C)OC. Drug 2: C1C(C(OC1N2C=NC(=NC2=O)N)CO)O. Cell line: SNB-19. Synergy scores: CSS=10.5, Synergy_ZIP=-5.99, Synergy_Bliss=-2.78, Synergy_Loewe=-3.89, Synergy_HSA=-1.00. (7) Drug 1: CC1=C(C=C(C=C1)NC(=O)C2=CC=C(C=C2)CN3CCN(CC3)C)NC4=NC=CC(=N4)C5=CN=CC=C5. Drug 2: C1CC(=O)NC(=O)C1N2C(=O)C3=CC=CC=C3C2=O. Cell line: HOP-62. Synergy scores: CSS=4.19, Synergy_ZIP=-1.51, Synergy_Bliss=2.31, Synergy_Loewe=3.19, Synergy_HSA=2.22.